This data is from Full USPTO retrosynthesis dataset with 1.9M reactions from patents (1976-2016). The task is: Predict the reactants needed to synthesize the given product. (1) Given the product [CH2:1]([C@H:8]([NH:21][C:22]([C@@H:24]([NH:32][C:33]([C@@H:35]([NH:37][C:38]([C:40]1[N:41]([CH3:49])[C:42]2[C:47]([CH:48]=1)=[CH:46][CH:45]=[CH:44][CH:43]=2)=[O:39])[CH3:36])=[O:34])[CH2:25][C:26]1[CH:27]=[CH:28][CH:29]=[CH:30][CH:31]=1)=[O:23])[C:9]([C:11](=[O:20])[NH:12][CH2:13][C:14]1[CH:15]=[CH:16][CH:17]=[CH:18][CH:19]=1)=[O:10])[C:2]1[CH:7]=[CH:6][CH:5]=[CH:4][CH:3]=1, predict the reactants needed to synthesize it. The reactants are: [CH2:1]([C@H:8]([NH:21][C:22]([C@@H:24]([NH:32][C:33]([C@@H:35]([NH:37][C:38]([C:40]1[N:41]([CH3:49])[C:42]2[C:47]([CH:48]=1)=[CH:46][CH:45]=[CH:44][CH:43]=2)=[O:39])[CH3:36])=[O:34])[CH2:25][C:26]1[CH:31]=[CH:30][CH:29]=[CH:28][CH:27]=1)=[O:23])[CH:9]([C:11](=[O:20])[NH:12][CH2:13][C:14]1[CH:19]=[CH:18][CH:17]=[CH:16][CH:15]=1)[OH:10])[C:2]1[CH:7]=[CH:6][CH:5]=[CH:4][CH:3]=1.CC(OI1(OC(C)=O)(OC(C)=O)OC(=O)C2C=CC=CC1=2)=O.C(=O)(O)[O-].[Na+].[O-]S([O-])(=S)=O.[Na+].[Na+]. (2) Given the product [CH2:9]([O:8][P:1]([CH2:23][C:22]1[CH:25]=[C:18]([CH2:17][C:16]2[CH:15]=[CH:14][C:13]([CH2:11][CH3:12])=[CH:28][CH:27]=2)[CH:19]=[CH:20][C:21]=1[F:26])(=[O:2])[O:5][CH2:6][CH3:7])[CH3:10], predict the reactants needed to synthesize it. The reactants are: [P:1]([O:8][CH2:9][CH3:10])([O:5][CH2:6][CH3:7])[O:2]CC.[CH2:11]([C:13]1[CH:28]=[CH:27][C:16]([CH2:17][C:18]2[CH:19]=[CH:20][C:21]([F:26])=[C:22]([CH:25]=2)[CH2:23]Cl)=[CH:15][CH:14]=1)[CH3:12]. (3) Given the product [CH:1]([C:4]1[CH:5]=[C:6]([CH:9]=[C:10]([CH:14]([CH3:16])[CH3:15])[C:11]=1[O:12][CH3:13])[CH:7]=[C:25]1[C:24]2[C:28](=[CH:29][CH:30]=[C:22]([CH2:21][CH2:20][C:17]([OH:19])=[O:18])[CH:23]=2)[NH:27][C:26]1=[O:31])([CH3:3])[CH3:2], predict the reactants needed to synthesize it. The reactants are: [CH:1]([C:4]1[CH:5]=[C:6]([CH:9]=[C:10]([CH:14]([CH3:16])[CH3:15])[C:11]=1[O:12][CH3:13])[CH:7]=O)([CH3:3])[CH3:2].[C:17]([CH2:20][CH2:21][C:22]1[CH:23]=[C:24]2[C:28](=[CH:29][CH:30]=1)[NH:27][C:26](=[O:31])[CH2:25]2)([OH:19])=[O:18]. (4) Given the product [NH2:15][C:16]1[N:17]=[CH:18][C:19]([CH:22]([OH:44])[C:23]([N:26]2[CH2:27][CH2:28][C:29]3([C:33](=[O:34])[N:32]([C:35]4[CH2:36][O:37][C:38](=[O:40])[CH:39]=4)[CH:31]([CH3:41])[CH2:30]3)[CH2:42][CH2:43]2)([CH3:25])[CH3:24])=[N:20][CH:21]=1, predict the reactants needed to synthesize it. The reactants are: CN1C(=O)CC(=O)N(C)C1=O.C([N:15](CC=C)[C:16]1[N:17]=[CH:18][C:19]([CH:22]([OH:44])[C:23]([N:26]2[CH2:43][CH2:42][C:29]3([C:33](=[O:34])[N:32]([C:35]4[CH2:36][O:37][C:38](=[O:40])[CH:39]=4)[CH:31]([CH3:41])[CH2:30]3)[CH2:28][CH2:27]2)([CH3:25])[CH3:24])=[N:20][CH:21]=1)C=C.C(=O)(O)[O-].[Na+].